This data is from Peptide-MHC class I binding affinity with 185,985 pairs from IEDB/IMGT. The task is: Regression. Given a peptide amino acid sequence and an MHC pseudo amino acid sequence, predict their binding affinity value. This is MHC class I binding data. (1) The peptide sequence is ALNSKDAAL. The MHC is HLA-A02:02 with pseudo-sequence HLA-A02:02. The binding affinity (normalized) is 0.940. (2) The peptide sequence is ACQGVGGPGHK. The MHC is HLA-B44:02 with pseudo-sequence HLA-B44:02. The binding affinity (normalized) is 0.0987. (3) The peptide sequence is RTKFQNRAK. The MHC is HLA-A30:01 with pseudo-sequence HLA-A30:01. The binding affinity (normalized) is 1.00. (4) The peptide sequence is QQRPDLILV. The MHC is HLA-B53:01 with pseudo-sequence HLA-B53:01. The binding affinity (normalized) is 0.213. (5) The peptide sequence is SSGHAVEFH. The MHC is Patr-A0301 with pseudo-sequence Patr-A0301. The binding affinity (normalized) is 0.295.